From a dataset of Peptide-MHC class I binding affinity with 185,985 pairs from IEDB/IMGT. Regression. Given a peptide amino acid sequence and an MHC pseudo amino acid sequence, predict their binding affinity value. This is MHC class I binding data. (1) The peptide sequence is VPAPAGPIV. The MHC is HLA-B54:01 with pseudo-sequence HLA-B54:01. The binding affinity (normalized) is 0.733. (2) The peptide sequence is HLAAQGMAY. The MHC is HLA-B57:01 with pseudo-sequence HLA-B57:01. The binding affinity (normalized) is 0. (3) The peptide sequence is EIFPNIKIY. The MHC is HLA-A03:01 with pseudo-sequence HLA-A03:01. The binding affinity (normalized) is 0.0847. (4) The peptide sequence is ISKIYTLIYR. The MHC is HLA-A11:01 with pseudo-sequence HLA-A11:01. The binding affinity (normalized) is 0.499. (5) The peptide sequence is VVYGYFIWY. The MHC is HLA-B15:01 with pseudo-sequence HLA-B15:01. The binding affinity (normalized) is 0.131. (6) The peptide sequence is RPRLHSISF. The MHC is HLA-B45:06 with pseudo-sequence HLA-B45:06. The binding affinity (normalized) is 0.213. (7) The peptide sequence is MRDLRQHEV. The binding affinity (normalized) is 0.0847. The MHC is HLA-B57:01 with pseudo-sequence HLA-B57:01. (8) The peptide sequence is ATRAVMMGL. The MHC is HLA-B46:01 with pseudo-sequence HLA-B46:01. The binding affinity (normalized) is 0.0847.